This data is from Catalyst prediction with 721,799 reactions and 888 catalyst types from USPTO. The task is: Predict which catalyst facilitates the given reaction. (1) Reactant: Br[C:2]1[S:6][C:5]([NH:7][C:8]([NH:10][C:11]2[C:16]([Cl:17])=[CH:15][C:14]([O:18][C:19]([F:22])([F:21])[F:20])=[CH:13][C:12]=2[Cl:23])=[O:9])=[C:4]([C:24]([O:26][C:27]([CH3:30])([CH3:29])[CH3:28])=[O:25])[CH:3]=1.[CH3:31][O:32][C:33]1[CH:38]=[CH:37][C:36](B(O)O)=[CH:35][CH:34]=1.C([O-])([O-])=O.[Na+].[Na+]. Product: [Cl:23][C:12]1[CH:13]=[C:14]([O:18][C:19]([F:22])([F:21])[F:20])[CH:15]=[C:16]([Cl:17])[C:11]=1[NH:10][C:8]([NH:7][C:5]1[S:6][C:2]([C:36]2[CH:37]=[CH:38][C:33]([O:32][CH3:31])=[CH:34][CH:35]=2)=[CH:3][C:4]=1[C:24]([O:26][C:27]([CH3:30])([CH3:29])[CH3:28])=[O:25])=[O:9]. The catalyst class is: 628. (2) Reactant: [C:1]1(=[O:7])[O:6][C:4](=[O:5])[CH:3]=[CH:2]1.[C:8]1([C:14]2[C:15]3([CH2:21][CH3:22])[CH2:20][CH:18]([CH:19]=2)[CH2:17][CH2:16]3)[CH:13]=[CH:12][CH:11]=[CH:10][CH:9]=1.CC(N=NC(C#N)(C)C)(C#N)C.[OH-].[Na+].C(O)CCC. Product: [C:4]1(=[O:5])[O:6][C:1](=[O:7])[CH:2]=[CH:3]1.[C:8]1([C:14]2[C:15]3([CH2:21][CH3:22])[CH2:20][CH:18]([CH:19]=2)[CH2:17][CH2:16]3)[CH:13]=[CH:12][CH:11]=[CH:10][CH:9]=1. The catalyst class is: 674. (3) Reactant: [CH2:1]([O:3][C:4]1[CH:29]=[C:28]([F:30])[C:7]([CH2:8][N:9]2[C:17]3[C:12](=[C:13]([CH3:18])[CH:14]=[CH:15][CH:16]=3)[C:11]([C:19]3[N:24]=[C:23]([NH2:25])[C:22]([O:26][CH3:27])=[CH:21][N:20]=3)=[N:10]2)=[C:6]([F:31])[CH:5]=1)[CH3:2].Cl.F[C:34]1[CH:39]=[CH:38][N:37]=[CH:36][CH:35]=1.[H-].[Na+].O. Product: [CH2:1]([O:3][C:4]1[CH:5]=[C:6]([F:31])[C:7]([CH2:8][N:9]2[C:17]3[C:12](=[C:13]([CH3:18])[CH:14]=[CH:15][CH:16]=3)[C:11]([C:19]3[N:24]=[C:23]([NH:25][C:34]4[CH:39]=[CH:38][N:37]=[CH:36][CH:35]=4)[C:22]([O:26][CH3:27])=[CH:21][N:20]=3)=[N:10]2)=[C:28]([F:30])[CH:29]=1)[CH3:2]. The catalyst class is: 42. (4) Reactant: [F:1][C:2]1[CH:7]=[CH:6][C:5]([C:8]#[C:9][CH2:10][N:11]2[CH:15]=[C:14]([C:16]3[N:24](COCC[Si](C)(C)C)[C:23]4[C:22](=[O:33])[N:21]([CH2:34][CH2:35][CH3:36])[C:20]([N:37]5[CH2:41][CH2:40][CH2:39][CH2:38]5)=[N:19][C:18]=4[N:17]=3)[CH:13]=[N:12]2)=[CH:4][CH:3]=1.Cl. Product: [F:1][C:2]1[CH:3]=[CH:4][C:5]([C:8]#[C:9][CH2:10][N:11]2[CH:15]=[C:14]([C:16]3[NH:24][C:23]4[C:22](=[O:33])[N:21]([CH2:34][CH2:35][CH3:36])[C:20]([N:37]5[CH2:38][CH2:39][CH2:40][CH2:41]5)=[N:19][C:18]=4[N:17]=3)[CH:13]=[N:12]2)=[CH:6][CH:7]=1. The catalyst class is: 8. (5) The catalyst class is: 34. Product: [Br:1][C:2]1[CH:3]=[C:4]([CH2:5][OH:6])[CH:9]=[CH:10][C:11]=1[I:12]. Reactant: [Br:1][C:2]1[CH:3]=[C:4]([CH:9]=[CH:10][C:11]=1[I:12])[C:5](OC)=[O:6].CC(C[AlH]CC(C)C)C.